From a dataset of Forward reaction prediction with 1.9M reactions from USPTO patents (1976-2016). Predict the product of the given reaction. The product is: [C:1]([O:5][C:6]([NH:8][C:9]1([CH2:15][C:16]([OH:18])=[O:17])[CH2:14][CH2:13][O:12][CH2:11][CH2:10]1)=[O:7])([CH3:4])([CH3:2])[CH3:3]. Given the reactants [C:1]([O:5][C:6]([NH:8][C:9]1([CH2:15][C:16]([O:18]C)=[O:17])[CH2:14][CH2:13][O:12][CH2:11][CH2:10]1)=[O:7])([CH3:4])([CH3:3])[CH3:2].[OH-].[K+], predict the reaction product.